Dataset: Forward reaction prediction with 1.9M reactions from USPTO patents (1976-2016). Task: Predict the product of the given reaction. Given the reactants [Cl:1][C:2]1[CH:28]=[CH:27][C:5]([O:6][C:7]2[CH:12]=[CH:11][C:10]([NH:13][CH:14]([C:17]3[CH:22]=[CH:21][CH:20]=[C:19]([C:23]([F:26])([F:25])[F:24])[CH:18]=3)[CH2:15][NH2:16])=[CH:9][CH:8]=2)=[CH:4][CH:3]=1.[N:29]#[C:30]Br, predict the reaction product. The product is: [Cl:1][C:2]1[CH:3]=[CH:4][C:5]([O:6][C:7]2[CH:12]=[CH:11][C:10]([N:13]3[CH:14]([C:17]4[CH:22]=[CH:21][CH:20]=[C:19]([C:23]([F:24])([F:25])[F:26])[CH:18]=4)[CH2:15][NH:16][C:30]3=[NH:29])=[CH:9][CH:8]=2)=[CH:27][CH:28]=1.